This data is from Full USPTO retrosynthesis dataset with 1.9M reactions from patents (1976-2016). The task is: Predict the reactants needed to synthesize the given product. Given the product [F:34][C:35]1[CH:40]=[C:39]([C:2]2[CH:3]=[C:4]3[C:10]([C:11]4[CH:12]=[N:13][N:14]([CH2:16][C:17]5[CH:22]=[CH:21][CH:20]=[C:19]([F:23])[CH:18]=5)[CH:15]=4)=[CH:9][N:8]([S:24]([C:27]4[CH:28]=[CH:29][C:30]([CH3:31])=[CH:32][CH:33]=4)(=[O:25])=[O:26])[C:5]3=[N:6][CH:7]=2)[CH:38]=[CH:37][C:36]=1[N:50]1[CH2:51][CH2:52][N:53]([C:56]([O:58][C:59]([CH3:62])([CH3:61])[CH3:60])=[O:57])[CH2:54][CH2:55]1, predict the reactants needed to synthesize it. The reactants are: Br[C:2]1[CH:3]=[C:4]2[C:10]([C:11]3[CH:12]=[N:13][N:14]([CH2:16][C:17]4[CH:22]=[CH:21][CH:20]=[C:19]([F:23])[CH:18]=4)[CH:15]=3)=[CH:9][N:8]([S:24]([C:27]3[CH:33]=[CH:32][C:30]([CH3:31])=[CH:29][CH:28]=3)(=[O:26])=[O:25])[C:5]2=[N:6][CH:7]=1.[F:34][C:35]1[CH:40]=[C:39](B2OC(C)(C)C(C)(C)O2)[CH:38]=[CH:37][C:36]=1[N:50]1[CH2:55][CH2:54][N:53]([C:56]([O:58][C:59]([CH3:62])([CH3:61])[CH3:60])=[O:57])[CH2:52][CH2:51]1.C(=O)([O-])[O-].[Na+].[Na+].